Dataset: Forward reaction prediction with 1.9M reactions from USPTO patents (1976-2016). Task: Predict the product of the given reaction. (1) Given the reactants [Cl:1][C:2]1[CH:3]=[C:4]([N:10]2[CH:22]([CH:23]3[CH2:27][CH2:26][CH2:25][CH2:24]3)[CH:21]3[C:12]([C:13]4[CH:14]=[CH:15][C:16]([C:28](O)=[O:29])=[N:17][C:18]=4[CH2:19][CH2:20]3)=[N:11]2)[CH:5]=[CH:6][C:7]=1[C:8]#[N:9].[CH3:31][S:32]([N:35]1[CH2:40][CH2:39][NH:38][CH2:37][CH2:36]1)(=[O:34])=[O:33].CCN(C(C)C)C(C)C.CN(C(ON1N=NC2C=CC=NC1=2)=[N+](C)C)C.F[P-](F)(F)(F)(F)F, predict the reaction product. The product is: [Cl:1][C:2]1[CH:3]=[C:4]([N:10]2[CH:22]([CH:23]3[CH2:27][CH2:26][CH2:25][CH2:24]3)[CH:21]3[C:12]([C:13]4[CH:14]=[CH:15][C:16]([C:28]([N:38]5[CH2:39][CH2:40][N:35]([S:32]([CH3:31])(=[O:34])=[O:33])[CH2:36][CH2:37]5)=[O:29])=[N:17][C:18]=4[CH2:19][CH2:20]3)=[N:11]2)[CH:5]=[CH:6][C:7]=1[C:8]#[N:9]. (2) Given the reactants [S:1]1[C:5]2[CH:6]=[CH:7][CH:8]=[CH:9][C:4]=2[C:3]([N:10]2[CH2:15][CH2:14][N:13]([CH2:16][CH:17]([C:19]3[CH:20]=[C:21]4[C:25](=[CH:26][CH:27]=3)[C:24]([CH3:29])([CH3:28])[C:23](=[O:30])[C:22]4([CH3:32])[CH3:31])O)[CH2:12][CH2:11]2)=[N:2]1.CS([Cl:37])(=O)=O.C(N(CC)CC)C, predict the reaction product. The product is: [S:1]1[C:5]2[CH:6]=[CH:7][CH:8]=[CH:9][C:4]=2[C:3]([N:10]2[CH2:15][CH2:14][N:13]([CH2:16][CH:17]([C:19]3[CH:20]=[C:21]4[C:25](=[CH:26][CH:27]=3)[C:24]([CH3:29])([CH3:28])[C:23](=[O:30])[C:22]4([CH3:32])[CH3:31])[Cl:37])[CH2:12][CH2:11]2)=[N:2]1. (3) Given the reactants C([O:3][C:4](=O)[CH2:5][C:6]([C@H:8]1[CH2:13][CH2:12][N:11]([C:14]([O:16][CH3:17])=[O:15])[C@@H:10]([CH2:18][CH2:19][C:20]2[CH:25]=[CH:24][C:23]([F:26])=[CH:22][CH:21]=2)[CH2:9]1)=[O:7])C.[OH-].[Na+].[NH2:30]O.Cl, predict the reaction product. The product is: [F:26][C:23]1[CH:24]=[CH:25][C:20]([CH2:19][CH2:18][C@H:10]2[CH2:9][C@@H:8]([C:6]3[O:7][NH:30][C:4](=[O:3])[CH:5]=3)[CH2:13][CH2:12][N:11]2[C:14]([O:16][CH3:17])=[O:15])=[CH:21][CH:22]=1. (4) Given the reactants [F:1][CH:2]([F:32])[C:3]1[N:7]([C:8]2[N:13]=[C:12]([N:14]3[CH2:19][CH2:18][O:17][CH2:16][CH2:15]3)[N:11]=[C:10]([NH:20][C@H:21]3[CH2:26][CH2:25][C@H:24]([NH2:27])[CH2:23][CH2:22]3)[N:9]=2)[C:6]2[CH:28]=[CH:29][CH:30]=[CH:31][C:5]=2[N:4]=1.C(N(CC)CC)C.[C:40]([N:47]1[CH:51]=[CH:50][N:49]=[CH:48]1)(N1C=CN=C1)=[O:41].N1(CCN)C[CH2:56][O:55][CH2:54][CH2:53]1, predict the reaction product. The product is: [F:32][CH:2]([F:1])[C:3]1[N:7]([C:8]2[N:13]=[C:12]([N:14]3[CH2:15][CH2:16][O:17][CH2:18][CH2:19]3)[N:11]=[C:10]([NH:20][C@H:21]3[CH2:22][CH2:23][C@H:24]([NH:27][C:40]([NH:47][CH2:51][CH2:50][N:49]4[CH2:48][CH2:56][O:55][CH2:54][CH2:53]4)=[O:41])[CH2:25][CH2:26]3)[N:9]=2)[C:6]2[CH:28]=[CH:29][CH:30]=[CH:31][C:5]=2[N:4]=1. (5) Given the reactants [F:1][C:2]([F:6])([F:5])[CH2:3][OH:4].CN(C=O)C.[H-].[Na+].Br[C:15]1[CH:20]=[CH:19][C:18]([Br:21])=[CH:17][N:16]=1, predict the reaction product. The product is: [Br:21][C:18]1[CH:19]=[CH:20][C:15]([O:4][CH2:3][C:2]([F:6])([F:5])[F:1])=[N:16][CH:17]=1. (6) Given the reactants [N:1]1[C:10]2[C:5](=[CH:6][C:7]([C:11](Cl)=[O:12])=[CH:8][CH:9]=2)[CH:4]=[CH:3][CH:2]=1.[NH2:14][C:15]1[CH:16]=[C:17]([CH:30]=[CH:31][C:32]=1[CH3:33])[C:18]([NH:20][C:21]1[CH:26]=[CH:25][CH:24]=[C:23]([N:27]([CH3:29])[CH3:28])[CH:22]=1)=[O:19], predict the reaction product. The product is: [CH3:29][N:27]([CH3:28])[C:23]1[CH:22]=[C:21]([NH:20][C:18](=[O:19])[C:17]2[CH:30]=[CH:31][C:32]([CH3:33])=[C:15]([NH:14][C:11]([C:7]3[CH:6]=[C:5]4[C:10](=[CH:9][CH:8]=3)[N:1]=[CH:2][CH:3]=[CH:4]4)=[O:12])[CH:16]=2)[CH:26]=[CH:25][CH:24]=1. (7) Given the reactants [N:1]1[S:5][N:4]=[C:3]2[C:6]([S:10]([NH:13][C:14]3[CH:35]=[C:34]([Cl:36])[CH:33]=[CH:32][C:15]=3[C:16]([NH:18][C@@H:19]([CH2:23][C:24]3[CH:29]=[CH:28][C:27]([Cl:30])=[C:26]([Cl:31])[CH:25]=3)[C:20](O)=[O:21])=[O:17])(=[O:12])=[O:11])=[CH:7][CH:8]=[CH:9][C:2]=12.[F:37][C:38]1[CH:45]=[CH:44][C:41]([CH2:42][NH2:43])=[CH:40][CH:39]=1, predict the reaction product. The product is: [N:1]1[S:5][N:4]=[C:3]2[C:6]([S:10]([NH:13][C:14]3[CH:35]=[C:34]([Cl:36])[CH:33]=[CH:32][C:15]=3[C:16]([NH:18][C@H:19]([C:20](=[O:21])[NH:43][CH2:42][C:41]3[CH:44]=[CH:45][C:38]([F:37])=[CH:39][CH:40]=3)[CH2:23][C:24]3[CH:29]=[CH:28][C:27]([Cl:30])=[C:26]([Cl:31])[CH:25]=3)=[O:17])(=[O:12])=[O:11])=[CH:7][CH:8]=[CH:9][C:2]=12. (8) Given the reactants Cl.[C:2]([C:4]1[CH:5]=[C:6]([NH:10][C:11]2[C:20]3[C:15](=[CH:16][C:17]([O:24][CH2:25][CH2:26][O:27][CH3:28])=[C:18]([N+:21]([O-])=O)[CH:19]=3)[N:14]=[CH:13][N:12]=2)[CH:7]=[CH:8][CH:9]=1)#[CH:3].[OH-].[Na+], predict the reaction product. The product is: [C:2]([C:4]1[CH:5]=[C:6]([NH:10][C:11]2[C:20]3[C:15](=[CH:16][C:17]([O:24][CH2:25][CH2:26][O:27][CH3:28])=[C:18]([NH2:21])[CH:19]=3)[N:14]=[CH:13][N:12]=2)[CH:7]=[CH:8][CH:9]=1)#[CH:3]. (9) Given the reactants Br[C:2]1[CH:7]=[CH:6][N:5]=[C:4]([CH3:8])[CH:3]=1.[C:9]([O:13][CH2:14][CH3:15])(=[O:12])[CH:10]=[CH2:11].C1(C)C=CC=CC=1P(C1C=CC=CC=1C)C1C=CC=CC=1C.C(N(CC)CC)C, predict the reaction product. The product is: [CH3:8][C:4]1[CH:3]=[C:2](/[CH:11]=[CH:10]/[C:9]([O:13][CH2:14][CH3:15])=[O:12])[CH:7]=[CH:6][N:5]=1.